This data is from Full USPTO retrosynthesis dataset with 1.9M reactions from patents (1976-2016). The task is: Predict the reactants needed to synthesize the given product. (1) The reactants are: CC(C)([O-])C.[F:6][C:7]1[CH:12]=[CH:11][CH:10]=[CH:9][C:8]=1[CH2:13][C:14]#[N:15].[CH2:16]([O:19][CH2:20][CH2:21]OS(C1C=CC(C)=CC=1)(=O)=O)[CH:17]=[CH2:18].C1OCCOCCOCCOCCOCCOC1.[Cl-].[NH4+]. Given the product [CH2:16]([O:19][CH2:20][CH2:21][CH:13]([C:8]1[CH:9]=[CH:10][CH:11]=[CH:12][C:7]=1[F:6])[C:14]#[N:15])[CH:17]=[CH2:18], predict the reactants needed to synthesize it. (2) Given the product [CH2:1]([O:3][C:4]([C:6]1[NH:7][C:8]2[C:13]([C:14]=1[CH2:15][CH2:16][CH2:17][N:28]=[N+:29]=[N-:30])=[CH:12][C:11]([C:19](=[O:27])[NH:20][C:21]1[CH:22]=[N:23][CH:24]=[CH:25][CH:26]=1)=[CH:10][CH:9]=2)=[O:5])[CH3:2], predict the reactants needed to synthesize it. The reactants are: [CH2:1]([O:3][C:4]([C:6]1[NH:7][C:8]2[C:13]([C:14]=1[CH2:15][CH2:16][CH2:17]Cl)=[CH:12][C:11]([C:19](=[O:27])[NH:20][C:21]1[CH:22]=[N:23][CH:24]=[CH:25][CH:26]=1)=[CH:10][CH:9]=2)=[O:5])[CH3:2].[N-:28]=[N+:29]=[N-:30].[Na+].O. (3) Given the product [Cl:1][C:2]1[N:10]=[C:9]2[C:5]([N:6]=[C:7]([CH2:17][OH:18])[N:8]2[CH:11]2[CH2:16][CH2:15][CH2:14][CH2:13][O:12]2)=[C:4]([N:19]2[CH2:24][CH2:23][O:22][CH2:21][CH2:20]2)[N:3]=1, predict the reactants needed to synthesize it. The reactants are: [Cl:1][C:2]1[N:10]=[C:9]2[C:5]([N:6]=[C:7]([CH:17]=[O:18])[N:8]2[CH:11]2[CH2:16][CH2:15][CH2:14][CH2:13][O:12]2)=[C:4]([N:19]2[CH2:24][CH2:23][O:22][CH2:21][CH2:20]2)[N:3]=1.[BH4-].[Na+]. (4) Given the product [F:8][C:6]1[CH:5]=[C:4]([C:9]2[N:10]=[C:11]([C:14]([CH3:18])([CH3:17])[CH2:15][NH:16][C:29](=[O:30])[C:28]3[CH:32]=[CH:33][CH:34]=[C:26]([C:23]4[N:22]=[C:21]([C:20]([F:36])([F:35])[F:19])[O:25][N:24]=4)[CH:27]=3)[S:12][CH:13]=2)[CH:3]=[C:2]([F:1])[CH:7]=1, predict the reactants needed to synthesize it. The reactants are: [F:1][C:2]1[CH:3]=[C:4]([C:9]2[N:10]=[C:11]([C:14]([CH3:18])([CH3:17])[CH2:15][NH2:16])[S:12][CH:13]=2)[CH:5]=[C:6]([F:8])[CH:7]=1.[F:19][C:20]([F:36])([F:35])[C:21]1[O:25][N:24]=[C:23]([C:26]2[CH:27]=[C:28]([CH:32]=[CH:33][CH:34]=2)[C:29](O)=[O:30])[N:22]=1. (5) Given the product [Br:12][C:13]1[CH:14]=[C:15]([CH3:25])[C:16]([N:19]2[CH2:20][CH2:21][N:22]([C:6]([C:5]3[CH:4]=[N:3][C:2]([F:1])=[CH:10][C:9]=3[CH3:11])=[O:8])[CH2:23][CH2:24]2)=[N:17][CH:18]=1, predict the reactants needed to synthesize it. The reactants are: [F:1][C:2]1[CH:10]=[C:9]([CH3:11])[C:5]([C:6]([OH:8])=O)=[CH:4][N:3]=1.[Br:12][C:13]1[CH:14]=[C:15]([CH3:25])[C:16]([N:19]2[CH2:24][CH2:23][NH:22][CH2:21][CH2:20]2)=[N:17][CH:18]=1.